This data is from NCI-60 drug combinations with 297,098 pairs across 59 cell lines. The task is: Regression. Given two drug SMILES strings and cell line genomic features, predict the synergy score measuring deviation from expected non-interaction effect. (1) Drug 1: COC1=C(C=C2C(=C1)N=CN=C2NC3=CC(=C(C=C3)F)Cl)OCCCN4CCOCC4. Drug 2: C1=CC(=CC=C1CCC2=CNC3=C2C(=O)NC(=N3)N)C(=O)NC(CCC(=O)O)C(=O)O. Cell line: RXF 393. Synergy scores: CSS=27.0, Synergy_ZIP=-4.71, Synergy_Bliss=-3.30, Synergy_Loewe=0.646, Synergy_HSA=1.32. (2) Drug 1: CC1OCC2C(O1)C(C(C(O2)OC3C4COC(=O)C4C(C5=CC6=C(C=C35)OCO6)C7=CC(=C(C(=C7)OC)O)OC)O)O. Drug 2: C1CC(C1)(C(=O)O)C(=O)O.[NH2-].[NH2-].[Pt+2]. Cell line: SNB-75. Synergy scores: CSS=14.9, Synergy_ZIP=-6.43, Synergy_Bliss=0.0882, Synergy_Loewe=1.32, Synergy_HSA=2.79. (3) Drug 1: CS(=O)(=O)C1=CC(=C(C=C1)C(=O)NC2=CC(=C(C=C2)Cl)C3=CC=CC=N3)Cl. Drug 2: C1=NC(=NC(=O)N1C2C(C(C(O2)CO)O)O)N. Cell line: HCT116. Synergy scores: CSS=20.1, Synergy_ZIP=-3.52, Synergy_Bliss=2.24, Synergy_Loewe=-12.4, Synergy_HSA=1.86. (4) Drug 1: C1=NC(=NC(=O)N1C2C(C(C(O2)CO)O)O)N. Drug 2: CS(=O)(=O)OCCCCOS(=O)(=O)C. Cell line: SF-268. Synergy scores: CSS=6.09, Synergy_ZIP=-3.58, Synergy_Bliss=-0.0714, Synergy_Loewe=-3.25, Synergy_HSA=-0.756.